This data is from Catalyst prediction with 721,799 reactions and 888 catalyst types from USPTO. The task is: Predict which catalyst facilitates the given reaction. Reactant: Cl.[NH2:2][C:3]1[CH:32]=[CH:31][C:6]2[NH:7][C:8]([C:13]3[C:14](=[O:30])[C@:15]([CH3:29])([CH2:24][CH2:25][CH:26]([CH3:28])[CH3:27])[C:16]4[C:21]([C:22]=3[OH:23])=[CH:20][CH:19]=[CH:18][CH:17]=4)=[N:9][S:10](=[O:12])(=[O:11])[C:5]=2[CH:4]=1.N1C=CC=CC=1.[N:39]1[C:43]2[CH:44]=[CH:45][CH:46]=[CH:47][C:42]=2[NH:41][C:40]=1[S:48](Cl)(=[O:50])=[O:49]. Product: [OH:23][C:22]1[C:21]2[C:16](=[CH:17][CH:18]=[CH:19][CH:20]=2)[C@@:15]([CH3:29])([CH2:24][CH2:25][CH:26]([CH3:28])[CH3:27])[C:14](=[O:30])[C:13]=1[C:8]1[NH:7][C:6]2[CH:31]=[CH:32][C:3]([NH:2][S:48]([C:40]3[NH:39][C:43]4[CH:44]=[CH:45][CH:46]=[CH:47][C:42]=4[N:41]=3)(=[O:49])=[O:50])=[CH:4][C:5]=2[S:10](=[O:12])(=[O:11])[N:9]=1. The catalyst class is: 21.